Dataset: Full USPTO retrosynthesis dataset with 1.9M reactions from patents (1976-2016). Task: Predict the reactants needed to synthesize the given product. (1) The reactants are: [CH3:1][O:2][C:3]1[C:4]([O:23][CH2:24][CH2:25][CH2:26][N:27]2[CH2:32][CH2:31][O:30][CH2:29][CH2:28]2)=[CH:5][C:6]([N+:20]([O-])=O)=[C:7](/[CH:9]=[CH:10]/[C:11]2[C:19]3[C:14](=[CH:15][CH:16]=[CH:17][CH:18]=3)[NH:13][N:12]=2)[CH:8]=1.[Sn].Cl.[OH-].[Na+]. Given the product [NH:13]1[C:14]2[C:19](=[CH:18][CH:17]=[CH:16][CH:15]=2)[C:11](/[CH:10]=[CH:9]/[C:7]2[CH:8]=[C:3]([O:2][CH3:1])[C:4]([O:23][CH2:24][CH2:25][CH2:26][N:27]3[CH2:32][CH2:31][O:30][CH2:29][CH2:28]3)=[CH:5][C:6]=2[NH2:20])=[N:12]1, predict the reactants needed to synthesize it. (2) Given the product [F:12][C:5]1[CH:4]=[CH:3][C:2]([C:16](=[O:22])[C:17]([O:19][CH2:20][CH3:21])=[O:18])=[CH:7][C:6]=1[O:8][CH:9]([CH3:11])[CH3:10], predict the reactants needed to synthesize it. The reactants are: Br[C:2]1[CH:3]=[CH:4][C:5]([F:12])=[C:6]([O:8][CH:9]([CH3:11])[CH3:10])[CH:7]=1.[Mg].II.[C:16](OCC)(=[O:22])[C:17]([O:19][CH2:20][CH3:21])=[O:18].[Cl-].[NH4+]. (3) Given the product [Cl:22][C:14]1[C:15]([F:21])=[CH:16][CH:17]=[C:18]([O:19][CH3:20])[C:13]=1[C@H:11]([C:10]1[C:4]2[C:5](=[N:6][CH:7]=[C:2]([C:28]3[C:24]([CH3:23])=[N:25][N:26]([C@H:38]4[CH2:39][CH2:40][C@H:41]([C:44]([O:46][CH2:47][CH3:48])=[O:45])[CH2:42][CH2:43]4)[CH:27]=3)[CH:3]=2)[NH:8][CH:9]=1)[CH3:12], predict the reactants needed to synthesize it. The reactants are: Br[C:2]1[CH:3]=[C:4]2[C:10]([C@@H:11]([C:13]3[C:18]([O:19][CH3:20])=[CH:17][CH:16]=[C:15]([F:21])[C:14]=3[Cl:22])[CH3:12])=[CH:9][NH:8][C:5]2=[N:6][CH:7]=1.[CH3:23][C:24]1[C:28](B2OC(C)(C)C(C)(C)O2)=[CH:27][N:26]([C@H:38]2[CH2:43][CH2:42][C@H:41]([C:44]([O:46][CH2:47][CH3:48])=[O:45])[CH2:40][CH2:39]2)[N:25]=1.[F-].[K+].O.